From a dataset of Reaction yield outcomes from USPTO patents with 853,638 reactions. Predict the reaction yield, written as a fraction of the theoretical maximum amount of product (1.0 means a 100% yield; for example, 0.34 means a 34% yield). (1) The reactants are [CH3:1][N:2]1[CH:6]=[C:5]([C:7]2[C:11]([CH3:12])=[C:10]([NH:13][C:14](=O)[O:15]C3C=CC=CC=3)[N:9]([C:23]3[CH:28]=[CH:27][CH:26]=[CH:25][CH:24]=3)[N:8]=2)[CH:4]=[N:3]1.C1(C2C=CC(COC)=CC=2CN)CC1.[CH:43]1([C:47]2[CH:52]=[CH:51][C:50]([CH2:53][O:54][CH3:55])=[CH:49][C:48]=2[CH2:56][NH2:57])[CH2:46][CH2:45][CH2:44]1. No catalyst specified. The product is [CH:43]1([C:47]2[CH:52]=[CH:51][C:50]([CH2:53][O:54][CH3:55])=[CH:49][C:48]=2[CH2:56][NH:57][C:14]([NH:13][C:10]2[N:9]([C:23]3[CH:24]=[CH:25][CH:26]=[CH:27][CH:28]=3)[N:8]=[C:7]([C:5]3[CH:4]=[N:3][N:2]([CH3:1])[CH:6]=3)[C:11]=2[CH3:12])=[O:15])[CH2:44][CH2:45][CH2:46]1. The yield is 0.500. (2) The reactants are Cl.[NH2:2][CH2:3][CH2:4][NH:5][C:6](=[O:13])/[CH:7]=[CH:8]/[C:9]([O:11][CH3:12])=[O:10].[C:14](O)(=[O:34])[CH2:15][CH2:16][CH2:17]/[CH:18]=[CH:19]\[CH2:20]/[CH:21]=[CH:22]\[CH2:23]/[CH:24]=[CH:25]\[CH2:26]/[CH:27]=[CH:28]\[CH2:29]/[CH:30]=[CH:31]\[CH2:32][CH3:33].CN(C(ON1N=NC2C=CC=NC1=2)=[N+](C)C)C.F[P-](F)(F)(F)(F)F.CCN(C(C)C)C(C)C. The catalyst is CC#N.CCOC(C)=O. The product is [C:14]([NH:2][CH2:3][CH2:4][NH:5][C:6](=[O:13])/[CH:7]=[CH:8]/[C:9]([O:11][CH3:12])=[O:10])(=[O:34])[CH2:15][CH2:16][CH2:17]/[CH:18]=[CH:19]\[CH2:20]/[CH:21]=[CH:22]\[CH2:23]/[CH:24]=[CH:25]\[CH2:26]/[CH:27]=[CH:28]\[CH2:29]/[CH:30]=[CH:31]\[CH2:32][CH3:33]. The yield is 0.890. (3) The reactants are [Cl:1][CH2:2][C:3]1[CH:11]=[CH:10][C:6]([C:7](Cl)=[O:8])=[CH:5][CH:4]=1.C(N(CC)CC)C.[CH:19]1([NH2:25])[CH2:24][CH2:23][CH2:22][CH2:21][CH2:20]1. The catalyst is C(Cl)Cl.Cl. The product is [Cl:1][CH2:2][C:3]1[CH:11]=[CH:10][C:6]([C:7]([NH:25][CH:19]2[CH2:24][CH2:23][CH2:22][CH2:21][CH2:20]2)=[O:8])=[CH:5][CH:4]=1. The yield is 0.950. (4) The reactants are C([C:3]1[CH:4]=[C:5]2[C:9](=[CH:10][CH:11]=1)[N:8]([CH:12]1[CH2:17][CH2:16][CH2:15][CH2:14][O:13]1)[N:7]=[C:6]2[C:18]1[CH:19]=[C:20]([CH:24]=[CH:25][CH:26]=1)[C:21](O)=[O:22])#N.C1C=CC2N(O)N=[N:33][C:31]=2C=1.CCN=C=NCCCN(C)C.[C:48]([NH2:52])([CH3:51])([CH3:50])[CH3:49]. No catalyst specified. The product is [C:48]([NH:52][C:21]([C:20]1[CH:24]=[CH:25][CH:26]=[C:18]([C:6]2[C:5]3[C:9](=[CH:10][CH:11]=[CH:3][CH:4]=3)[N:8]([CH:12]3[CH2:17][CH2:16][CH:15]([C:31]#[N:33])[CH2:14][O:13]3)[N:7]=2)[CH:19]=1)=[O:22])([CH3:51])([CH3:50])[CH3:49]. The yield is 0.740. (5) The reactants are [NH2:1][C:2]1[N:10]=[CH:9][N:8]=[C:7]2[C:3]=1[N:4]([C:32]1[CH:37]=[CH:36][C:35]([CH3:38])=[C:34]([O:39][CH3:40])[CH:33]=1)[C:5](=[O:31])[N:6]2[C:11]1[CH:12]=[CH:13][C:14]([O:26][CH2:27][CH2:28][O:29][CH3:30])=[C:15]([N:17](C)[C:18](=O)OC(C)(C)C)[CH:16]=1.C(O)(C(F)(F)F)=O. The catalyst is C(Cl)Cl. The product is [NH2:1][C:2]1[N:10]=[CH:9][N:8]=[C:7]2[C:3]=1[N:4]([C:32]1[CH:37]=[CH:36][C:35]([CH3:38])=[C:34]([O:39][CH3:40])[CH:33]=1)[C:5](=[O:31])[N:6]2[C:11]1[CH:12]=[CH:13][C:14]([O:26][CH2:27][CH2:28][O:29][CH3:30])=[C:15]([NH:17][CH3:18])[CH:16]=1. The yield is 1.00. (6) The reactants are [CH3:1][O:2][C:3]1[C:8]([CH3:9])=[CH:7][N:6]=[C:5]([CH2:10][N:11]2C(=O)C3C(=CC=CC=3)C2=O)[C:4]=1[CH3:22]. The catalyst is O.NN. The product is [CH3:1][O:2][C:3]1[C:8]([CH3:9])=[CH:7][N:6]=[C:5]([CH2:10][NH2:11])[C:4]=1[CH3:22]. The yield is 0.710.